From a dataset of Experimentally validated miRNA-target interactions with 360,000+ pairs, plus equal number of negative samples. Binary Classification. Given a miRNA mature sequence and a target amino acid sequence, predict their likelihood of interaction. (1) The miRNA is hsa-miR-6785-5p with sequence UGGGAGGGCGUGGAUGAUGGUG. The protein sequence of the target gene is MARTKQTARKSTGGKAPRKQLATKAARKSTPSTCGVKPHRYRPGTVALREIRRYQKSTELLIRKLPFQRLVREIAQDFNTDLRFQSAAVGALQEASEAYLVGLLEDTNLCAIHAKRVTIMPKDIQLARRIRGERA. Result: 0 (no interaction). (2) The miRNA is hsa-miR-345-3p with sequence GCCCUGAACGAGGGGUCUGGAG. The protein sequence of the target gene is MDPNCSCTTGVSCACTGSCTCKECKCTSCKKSCCSCCPVGCAKCAHGCVCKGTLENCSCCA. Result: 0 (no interaction). (3) The miRNA is hsa-miR-337-5p with sequence GAACGGCUUCAUACAGGAGUU. The protein sequence of the target gene is MGKSRTKRFKRPQFSPTGDCQAEAAAAANGTGGEEDDGPAAELLEKLQHPSAEVRECACAGLARLVQQRPALPGLARRDAVRRLGPLLLDPSLAVRETAAGALRNLSACGGFEVCDDMVTKDIMTPLVALLKECSAGLDSNEMSLQEKKDQNRNSIENIANETVNVLWNICECSSRAVSIFNKEGCLEIVLKYLSRFPTNVDLAISVAYCLQTVTEDNPELLKSFSATALNMLESALLSPVSSMESLLLKTLVAGTIWNLKDIIPCKSQAEIINALLKILSEVLGMDAGEMVIQMKEAET.... Result: 0 (no interaction). (4) The miRNA is hsa-miR-448 with sequence UUGCAUAUGUAGGAUGUCCCAU. The protein sequence of the target gene is MELPAVGEHVFAVESIEKKRIRKGRVEYLVKWRGWSPKYNTWEPEENILDPRLLIAFQNRERQEQLMGYRKRGPKPKPLVVQVPTFARRSNVLTGLQDSSTDNRAKLDLGAQGKGQGHQYELNSKKHHQYQPHSKERAGKPPPPGKSGKYYYQLNSKKHHPYQPDPKMYDLQYQGGHKEAPSPTCPDLGAKSHPPDKWAQGAGAKGYLGAVKPLAGAAGAPGKGSEKGPPNGMMPAPKEAVTGNGIGGKMKIVKNKNKNGRIVIVMSKYMENGMQAVKIKSGEVAEGEARSPSHKKRAAD.... Result: 0 (no interaction). (5) The miRNA is hsa-miR-876-5p with sequence UGGAUUUCUUUGUGAAUCACCA. The protein sequence of the target gene is MFPALETHLKQTIPDPYEDFMYRHLQYYGYFKAQRGSLPNSATHQHVRKNNPQCLLNGSLGEKDDLIPDTLQKEKLLWPISLSSAVHRQIEAINRDFHSCLGWMQWRGLSSLQPPPPRFKDSPASAFRVAGITDSHMLSLPHLRSRQLLYDELDEVNPRLREPQELFSILSTKRPLQAPRWPIECEVIKENIHHIEWAPPQPEYFYQPKGNEKVPEIVGEKKGTVVYQLDSVPIEGSYFTSSRVGGKRGIVKELAVTLQGPEDNTLLFESRFESGNLQKAVRVDTYEYELTLRTDLYTNK.... Result: 0 (no interaction). (6) The miRNA is hsa-miR-6809-3p with sequence CUUCUCUUCUCUCCUUCCCAG. The protein sequence of the target gene is MVHQVLYRALVSTKWLAESIRSGRLGPSLRVLDASWYSPGTRQARKEYQERHVPGASFFDIEECRDTTSPYEMMLPSEAHFGDYVGNLGISNDTHVVVYDGDDLGSFYAPRVWWMFRVFGHRTVSVLNGGFRNWLKEGHPVTSEPSRPEPAVFKATLNLSLLKTYEQVLENLQSKRFQLVDSRAQGRYLGTQPEPDIVGLDSGHIRGSVNMPFMDFLTKDGFEKSPEELRAIFQDKKVDLSQPLIATCRKGVTACHVALAAYLCGKPDVAVYDGSWSEWFRRAPPETRVSQGKSGKA. Result: 0 (no interaction). (7) The miRNA is hsa-miR-1227-5p with sequence GUGGGGCCAGGCGGUGG. The protein sequence of the target gene is MSQGSVTFRDVAIDFSQEEWKWLQPAQRDLYRCVMLENYGHLVSLGLSISKPDVVSLLEQGKEPWLGKREVKRDLFSVSESSGEIKDFSPKNVIYDDSSQYLIMERILSQGPVYSSFKGGWKCKDHTEMLQENQGCIRKVTVSHQEALAQHMNISTVERPYGCHECGKTFGRRFSLVLHQRTHTGEKPYACKECGKTFSQISNLVKHQMIHTGKKPHECKDCNKTFSYLSFLIEHQRTHTGEKPYECTECGKAFSRASNLTRHQRIHIGKKQYICRKCGKAFSSGSELIRHQITHTGEKP.... Result: 0 (no interaction). (8) The miRNA is hsa-miR-34a-3p with sequence CAAUCAGCAAGUAUACUGCCCU. The protein sequence of the target gene is MASPDPPATSYAPSDVPSGVALFLTIPFAFFLPELIFGFLVWTMVAATHIVYPLLQGWVMYVSLTSFLISLMFLLSYLFGFYKRFESWRVLDSLYHGTTGILYMSAAVLQVHATIVSEKLLDPRIYYINSAASFFAFIATLLYILHAFSIYYH. Result: 0 (no interaction). (9) The miRNA is hsa-miR-21-5p with sequence UAGCUUAUCAGACUGAUGUUGA. The protein sequence of the target gene is MSGRGKQGGKVRAKAKSRSSRAGLQFPVGRVHRLLRKGNYAERVGAGAPVYLAAVLEYLTAEILELAGNAARDNKKTRIIPRHLQLAIRNDEELNKLLGKVTIAQGGVLPNIQAVLLPKKTESQKTKSK. Result: 0 (no interaction). (10) The protein sequence of the target gene is MDSRAQLWGLALNKRRATLPHPGGSTNLKADPEELFTKLEKIGKGSFGEVFKGIDNRTQKVVAIKIIDLEEAEDEIEDIQQEITVLSQCDSPYVTKYYGSYLKDTKLWIIMEYLGGGSALDLLEPGPLDETQIATILREILKGLDYLHSEKKIHRDIKAANVLLSEHGEVKLADFGVAGQLTDTQIKRNTFVGTPFWMAPEVIKQSAYDSKADIWSLGITAIELARGEPPHSELHPMKVLFLIPKNNPPTLEGNYSKPLKEFVEACLNKEPSFRPTAKELLKHKFILRNAKKTSYLTELI.... Result: 0 (no interaction). The miRNA is mmu-miR-877-5p with sequence GUAGAGGAGAUGGCGCAGGG.